Task: Predict the reaction yield, written as a fraction of the theoretical maximum amount of product (1.0 means a 100% yield; for example, 0.34 means a 34% yield).. Dataset: Reaction yield outcomes from USPTO patents with 853,638 reactions The reactants are Cl[C:2]1[CH:7]=[CH:6][C:5]([O:8][CH3:9])=[CH:4][C:3]=1[N+:10]([O-:12])=[O:11].[C:13]([NH:20][CH:21]1[CH2:26][CH2:25][NH:24][CH2:23][CH2:22]1)([O:15][C:16]([CH3:19])([CH3:18])[CH3:17])=[O:14]. No catalyst specified. The product is [CH3:9][O:8][C:5]1[CH:6]=[CH:7][C:2]([N:24]2[CH2:23][CH2:22][CH:21]([NH:20][C:13](=[O:14])[O:15][C:16]([CH3:18])([CH3:17])[CH3:19])[CH2:26][CH2:25]2)=[C:3]([N+:10]([O-:12])=[O:11])[CH:4]=1. The yield is 0.750.